The task is: Predict the reaction yield, written as a fraction of the theoretical maximum amount of product (1.0 means a 100% yield; for example, 0.34 means a 34% yield).. This data is from Reaction yield outcomes from USPTO patents with 853,638 reactions. The reactants are [CH3:1][C:2]1[CH:6]=[C:5]([C:7]2[CH:8]=[N:9][NH:10][C:11]=2[NH2:12])[O:4][N:3]=1.[CH2:13]([N:15]1[C:23]2[C:18](=[CH:19][C:20]([C:24](=O)[CH2:25][C:26](OCC)=[O:27])=[CH:21][CH:22]=2)[CH:17]=[N:16]1)[CH3:14].CC1C=CC(S(O)(=O)=O)=CC=1. The catalyst is CCCCO. The product is [CH2:13]([N:15]1[C:23]2[C:18](=[CH:19][C:20]([C:24]3[NH:12][C:11]4[N:10]([N:9]=[CH:8][C:7]=4[C:5]4[O:4][N:3]=[C:2]([CH3:1])[CH:6]=4)[C:26](=[O:27])[CH:25]=3)=[CH:21][CH:22]=2)[CH:17]=[N:16]1)[CH3:14]. The yield is 0.330.